Dataset: TCR-epitope binding with 47,182 pairs between 192 epitopes and 23,139 TCRs. Task: Binary Classification. Given a T-cell receptor sequence (or CDR3 region) and an epitope sequence, predict whether binding occurs between them. (1) The epitope is CTELKLSDY. The TCR CDR3 sequence is CASSSGQEKLFF. Result: 0 (the TCR does not bind to the epitope). (2) The epitope is FSKQLQQSM. The TCR CDR3 sequence is CASSYSGGGSYNEQFF. Result: 0 (the TCR does not bind to the epitope).